The task is: Regression. Given a peptide amino acid sequence and an MHC pseudo amino acid sequence, predict their binding affinity value. This is MHC class I binding data.. This data is from Peptide-MHC class I binding affinity with 185,985 pairs from IEDB/IMGT. (1) The peptide sequence is RYMNSQGLL. The MHC is HLA-A26:01 with pseudo-sequence HLA-A26:01. The binding affinity (normalized) is 0. (2) The peptide sequence is VYFVLTDRF. The MHC is HLA-B07:02 with pseudo-sequence HLA-B07:02. The binding affinity (normalized) is 0.0847.